This data is from Reaction yield outcomes from USPTO patents with 853,638 reactions. The task is: Predict the reaction yield, written as a fraction of the theoretical maximum amount of product (1.0 means a 100% yield; for example, 0.34 means a 34% yield). (1) The reactants are [CH3:1][C:2]1([CH3:11])[CH2:7][CH2:6][C:5](B(O)O)=[CH:4][CH2:3]1.Cl[C:13]1[C:18]([N+:19]([O-:21])=[O:20])=[CH:17][CH:16]=[CH:15][N:14]=1.C([O-])([O-])=O.[Na+].[Na+]. The catalyst is C1(C)C=CC=CC=1.CCO.CCOC(C)=O.C1C=CC([P]([Pd]([P](C2C=CC=CC=2)(C2C=CC=CC=2)C2C=CC=CC=2)([P](C2C=CC=CC=2)(C2C=CC=CC=2)C2C=CC=CC=2)[P](C2C=CC=CC=2)(C2C=CC=CC=2)C2C=CC=CC=2)(C2C=CC=CC=2)C2C=CC=CC=2)=CC=1. The product is [CH3:1][C:2]1([CH3:11])[CH2:7][CH2:6][C:5]([C:13]2[C:18]([N+:19]([O-:21])=[O:20])=[CH:17][CH:16]=[CH:15][N:14]=2)=[CH:4][CH2:3]1. The yield is 0.610. (2) The reactants are O1CCOCC1.[NH2:7][C@@H:8]([CH2:12][CH2:13][CH2:14][CH2:15][NH:16][C:17](=[O:40])[C@@H:18]([NH:26][C:27]([O:29][CH2:30][C:31]1[CH:36]=[CH:35][C:34]([N:37]=[N+:38]=[N-:39])=[CH:33][CH:32]=1)=[O:28])[CH2:19][S:20][S:21][C:22]([CH3:25])([CH3:24])[CH3:23])[C:9]([OH:11])=[O:10].C(=O)(O)[O-].[Na+].[CH3:46][C:47]([O:50][C:51](O[C:51]([O:50][C:47]([CH3:49])([CH3:48])[CH3:46])=[O:52])=[O:52])([CH3:49])[CH3:48]. The catalyst is O. The product is [N:37]([C:34]1[CH:35]=[CH:36][C:31]([CH2:30][O:29][C:27]([NH:26][C@@H:18]([CH2:19][S:20][S:21][C:22]([CH3:25])([CH3:23])[CH3:24])[C:17]([NH:16][CH2:15][CH2:14][CH2:13][CH2:12][C@H:8]([NH:7][C:51]([O:50][C:47]([CH3:49])([CH3:48])[CH3:46])=[O:52])[C:9]([OH:11])=[O:10])=[O:40])=[O:28])=[CH:32][CH:33]=1)=[N+:38]=[N-:39]. The yield is 0.760. (3) The reactants are [Br:1][C:2]1[CH:23]=[CH:22][C:5]([C:6]([NH:8][C:9]2[CH:14]=[CH:13][CH:12]=[CH:11][C:10]=2[NH:15][C:16]2[CH:21]=[CH:20][CH:19]=[CH:18][CH:17]=2)=O)=[CH:4][CH:3]=1.O=P(Cl)(Cl)Cl. The catalyst is O1CCOCC1. The product is [Br:1][C:2]1[CH:23]=[CH:22][C:5]([C:6]2[N:15]([C:16]3[CH:21]=[CH:20][CH:19]=[CH:18][CH:17]=3)[C:10]3[CH:11]=[CH:12][CH:13]=[CH:14][C:9]=3[N:8]=2)=[CH:4][CH:3]=1. The yield is 0.900. (4) The reactants are Br[C:2]1[S:6][C:5]([C:7]([CH:12]2[CH2:14][CH2:13]2)([CH:9]2[CH2:11][CH2:10]2)[OH:8])=[N:4][CH:3]=1.[N+:15]([C:18]1[CH:19]=[C:20]([N:33]2[CH2:38][CH2:37][O:36][CH2:35][CH2:34]2)[CH:21]=[C:22](B2OC(C)(C)C(C)(C)O2)[CH:23]=1)([O-:17])=[O:16].C([O-])([O-])=O.[Na+].[Na+].ClCCl. The catalyst is COCCOC.C(OCC)(=O)C.C1C=CC(P(C2C=CC=CC=2)[C-]2C=CC=C2)=CC=1.C1C=CC(P(C2C=CC=CC=2)[C-]2C=CC=C2)=CC=1.Cl[Pd]Cl.[Fe+2]. The product is [CH:9]1([C:7]([CH:12]2[CH2:14][CH2:13]2)([C:5]2[S:6][C:2]([C:22]3[CH:23]=[C:18]([N+:15]([O-:17])=[O:16])[CH:19]=[C:20]([N:33]4[CH2:38][CH2:37][O:36][CH2:35][CH2:34]4)[CH:21]=3)=[CH:3][N:4]=2)[OH:8])[CH2:11][CH2:10]1. The yield is 0.680. (5) The reactants are [C:1]1([NH:7][C:8]([C:10]2[CH:15]=[C:14]([N:16]3[CH2:20][CH2:19][C:18](=[O:21])[CH2:17]3)[CH:13]=[CH:12][N:11]=2)=[O:9])[CH:6]=[CH:5][CH:4]=[CH:3][CH:2]=1.CO[CH:24](OC)[N:25]([CH3:27])[CH3:26].CO. The catalyst is O1CCOCC1. The product is [C:1]1([NH:7][C:8]([C:10]2[CH:15]=[C:14]([N:16]3[CH2:17][C:18](=[O:21])[C:19](=[CH:24][N:25]([CH3:27])[CH3:26])[CH2:20]3)[CH:13]=[CH:12][N:11]=2)=[O:9])[CH:2]=[CH:3][CH:4]=[CH:5][CH:6]=1. The yield is 0.610. (6) The reactants are [F:1][C:2]([F:24])([F:23])[C:3]1[CH:4]=[C:5]([C:13]2[N:17]=[CH:16][N:15](/[CH:18]=[CH:19]\[C:20](O)=[O:21])[N:14]=2)[CH:6]=[C:7]([C:9]([F:12])([F:11])[F:10])[CH:8]=1.[O:25]=[C:26]1[N:31]([CH2:32][C:33]([NH:35][NH2:36])=[O:34])[CH2:30][CH2:29][O:28][CH2:27]1.C(P1(=O)OP(CCC)(=O)OP(CCC)(=O)O1)CC.CCN(C(C)C)C(C)C. The catalyst is C1COCC1.O. The product is [F:11][C:9]([F:12])([F:10])[C:7]1[CH:6]=[C:5]([C:13]2[N:17]=[CH:16][N:15](/[CH:18]=[CH:19]\[C:20]([N:35]([C:33](=[O:34])[CH2:32][N:31]3[CH2:30][CH2:29][O:28][CH2:27][C:26]3=[O:25])[NH2:36])=[O:21])[N:14]=2)[CH:4]=[C:3]([C:2]([F:1])([F:23])[F:24])[CH:8]=1. The yield is 0.0800. (7) No catalyst specified. The product is [Cl:8][C:3]1[C:2]([O:12][CH2:11][C:10]([F:14])([F:13])[F:9])=[CH:7][CH:6]=[CH:5][N:4]=1. The yield is 0.626. The reactants are N[C:2]1[C:3]([Cl:8])=[N:4][CH:5]=[CH:6][CH:7]=1.[F:9][C:10]([F:14])([F:13])[CH2:11][OH:12].FC(F)(F)C(O)=O.N(OC(C)(C)C)=O.C(=O)(O)[O-].[Na+].